This data is from Catalyst prediction with 721,799 reactions and 888 catalyst types from USPTO. The task is: Predict which catalyst facilitates the given reaction. (1) Reactant: Cl.[N+:2]([C:5]1[CH:18]=[CH:17][C:8]([CH2:9][N:10]2[C:14](=[O:15])[CH2:13][S:12][C:11]2=[O:16])=[CH:7][CH:6]=1)([O-])=O.C(=O)([O-])O.[Na+]. Product: [NH2:2][C:5]1[CH:18]=[CH:17][C:8]([CH2:9][N:10]2[C:14](=[O:15])[CH2:13][S:12][C:11]2=[O:16])=[CH:7][CH:6]=1. The catalyst class is: 679. (2) Reactant: [CH2:1]1OC(O)C[O:3][CH:2]1O.[NH2:9][C:10]1[CH:15]=[CH:14][C:13]([CH:16]([CH3:21])[C:17]([O:19][CH3:20])=[O:18])=[CH:12][CH:11]=1.[BH3-][C:23]#N.[Na+]. Product: [OH:3][CH2:2][CH2:1][NH:9][C:10]1[CH:11]=[CH:12][C:13]([CH:16]([CH3:21])[C:17]([O:19][CH2:20][CH3:23])=[O:18])=[CH:14][CH:15]=1. The catalyst class is: 23. (3) Reactant: [CH3:1][C:2]1([CH3:21])[CH2:7][CH:6]([N:8]2[C:16](=[O:17])[C:15]3[C:10](=[CH:11][CH:12]=[CH:13][CH:14]=3)[C:9]2=[O:18])[CH2:5][C:4]([CH3:20])([CH3:19])[NH:3]1.[CH2:22](Br)[CH:23]=[CH2:24]. Product: [CH2:24]([N:3]1[C:2]([CH3:21])([CH3:1])[CH2:7][CH:6]([N:8]2[C:16](=[O:17])[C:15]3[C:10](=[CH:11][CH:12]=[CH:13][CH:14]=3)[C:9]2=[O:18])[CH2:5][C:4]1([CH3:20])[CH3:19])[CH:23]=[CH2:22]. The catalyst class is: 682. (4) Reactant: C1C=CC2N(O)N=NC=2C=1.C(Cl)CCl.[Cl:15][C:16]1[CH:21]=[CH:20][C:19]([C:22]2[N:23]=[C:24]([C:27]([OH:29])=O)[S:25][CH:26]=2)=[CH:18][CH:17]=1.Cl.[CH3:31][NH:32][O:33][CH3:34].C(N(CC)CC)C. Product: [Cl:15][C:16]1[CH:21]=[CH:20][C:19]([C:22]2[N:23]=[C:24]([C:27]([N:32]([O:33][CH3:34])[CH3:31])=[O:29])[S:25][CH:26]=2)=[CH:18][CH:17]=1. The catalyst class is: 3. (5) Reactant: [Br:1][C:2]1[CH:3]=[C:4]2[C:9](=[CH:10][C:11]=1[F:12])[O:8][C:7]([CH2:14][CH2:15][O:16][CH2:17][O:18][CH3:19])([CH3:13])[CH2:6][C:5]2=[O:20].[Li+].[CH3:22][Si:23]([N-][Si:23]([CH3:25])([CH3:24])[CH3:22])([CH3:25])[CH3:24].C[Si](Cl)(C)C. Product: [Br:1][C:2]1[CH:3]=[C:4]2[C:9](=[CH:10][C:11]=1[F:12])[O:8][C:7]([CH2:14][CH2:15][O:16][CH2:17][O:18][CH3:19])([CH3:13])[CH:6]=[C:5]2[O:20][Si:23]([CH3:25])([CH3:24])[CH3:22]. The catalyst class is: 1. (6) Reactant: [N:1]1[CH:6]=[CH:5][C:4]([N:7]2[CH2:11][CH2:10][CH:9]([OH:12])[CH2:8]2)=[CH:3][CH:2]=1.CS(O)(=O)=O.N1C2C(=CC=CC=2)C=CC=1.[C:28](Cl)(Cl)=[O:29].[Cl:32][C:33]1[CH:34]=[CH:35][C:36]([NH:39][C:40](=[O:48])[C:41]2[CH:46]=[CH:45][CH:44]=[CH:43][C:42]=2[NH2:47])=[N:37][CH:38]=1. Product: [Cl:32][C:33]1[CH:34]=[CH:35][C:36]([NH:39][C:40](=[O:48])[C:41]2[CH:46]=[CH:45][CH:44]=[CH:43][C:42]=2[NH:47][C:28]([O:12][CH:9]2[CH2:10][CH2:11][N:7]([C:4]3[CH:5]=[CH:6][N:1]=[CH:2][CH:3]=3)[CH2:8]2)=[O:29])=[N:37][CH:38]=1. The catalyst class is: 426. (7) Product: [Cl:15][C:16]1[CH:17]=[C:18]([NH:22][C:23]([N:12]2[CH2:13][CH2:14][C:9]3[NH:8][N:7]=[C:6]([CH:2]4[CH2:5][CH2:4][CH2:3]4)[C:10]=3[CH2:11]2)=[O:24])[CH:19]=[CH:20][CH:21]=1. The catalyst class is: 2. Reactant: Cl.[CH:2]1([C:6]2[C:10]3[CH2:11][NH:12][CH2:13][CH2:14][C:9]=3[NH:8][N:7]=2)[CH2:5][CH2:4][CH2:3]1.[Cl:15][C:16]1[CH:21]=[CH:20][CH:19]=[C:18]([N:22]=[C:23]=[O:24])[CH:17]=1.